From a dataset of Reaction yield outcomes from USPTO patents with 853,638 reactions. Predict the reaction yield, written as a fraction of the theoretical maximum amount of product (1.0 means a 100% yield; for example, 0.34 means a 34% yield). The reactants are [N+:1]([CH:4]=[CH:5][C:6]1[CH:11]=[CH:10][CH:9]=[CH:8][CH:7]=1)([O-:3])=[O:2].[SH:12][CH2:13][C:14]([OH:16])=[O:15].C(OCC)(=O)C. The catalyst is O1CCCC1.N1CCCC1. The product is [N+:1]([CH2:4][CH:5]([S:12][CH2:13][C:14]([OH:16])=[O:15])[C:6]1[CH:11]=[CH:10][CH:9]=[CH:8][CH:7]=1)([O-:3])=[O:2]. The yield is 0.810.